From a dataset of Forward reaction prediction with 1.9M reactions from USPTO patents (1976-2016). Predict the product of the given reaction. (1) Given the reactants C(NC(C)C)(C)C.C([Li])CCC.[C:13]1([S:19]([N:22]2[C:26]3=[CH:27][N:28]=[CH:29][CH:30]=[C:25]3[CH:24]=[CH:23]2)(=[O:21])=[O:20])[CH:18]=[CH:17][CH:16]=[CH:15][CH:14]=1.CN(C)CCN(C)C.[CH:39]1[C:43]([CH:44]=[O:45])=[CH:42][O:41][CH:40]=1.[Cl-].[NH4+], predict the reaction product. The product is: [O:41]1[CH:40]=[CH:39][C:43]([CH:44]([C:23]2[N:22]([S:19]([C:13]3[CH:18]=[CH:17][CH:16]=[CH:15][CH:14]=3)(=[O:21])=[O:20])[C:26]3=[CH:27][N:28]=[CH:29][CH:30]=[C:25]3[CH:24]=2)[OH:45])=[CH:42]1. (2) The product is: [N:22]1([C:20]([C@H:17]2[CH2:18][CH2:19][NH:15][CH2:16]2)=[O:21])[CH2:23][CH2:24][CH2:25][CH2:26]1. Given the reactants C(O)(C(F)(F)F)=O.C(OC([N:15]1[CH2:19][CH2:18][C@H:17]([C:20]([N:22]2[CH2:26][CH2:25][CH2:24][CH2:23]2)=[O:21])[CH2:16]1)=O)(C)(C)C, predict the reaction product. (3) Given the reactants [NH2:1][CH2:2][C:3]1[CH:4]=[C:5]([C:9]2[CH:14]=[C:13]([N+:15]([O-:17])=[O:16])[CH:12]=[CH:11][C:10]=2[O:18][CH3:19])[CH:6]=[CH:7][CH:8]=1.[BH4-].[Na+].[CH3:22][C:23]([CH3:25])=O, predict the reaction product. The product is: [CH:23]([NH:1][CH2:2][C:3]1[CH:4]=[C:5]([C:9]2[CH:14]=[C:13]([N+:15]([O-:17])=[O:16])[CH:12]=[CH:11][C:10]=2[O:18][CH3:19])[CH:6]=[CH:7][CH:8]=1)([CH3:25])[CH3:22].